Dataset: Full USPTO retrosynthesis dataset with 1.9M reactions from patents (1976-2016). Task: Predict the reactants needed to synthesize the given product. (1) Given the product [CH3:6][NH:7][C:8]([N:10]1[C:14]([CH2:15][CH3:16])=[C:13]([Cl:4])[C:12]([O:17][C:18]2[C:23]([Cl:24])=[CH:22][C:21]([C:25]([F:26])([F:27])[F:28])=[CH:20][N:19]=2)=[N:11]1)=[O:9], predict the reactants needed to synthesize it. The reactants are: S(Cl)([Cl:4])(=O)=O.[CH3:6][NH:7][C:8]([N:10]1[C:14]([CH2:15][CH3:16])=[CH:13][C:12]([O:17][C:18]2[C:23]([Cl:24])=[CH:22][C:21]([C:25]([F:28])([F:27])[F:26])=[CH:20][N:19]=2)=[N:11]1)=[O:9]. (2) Given the product [Br:39][C:30]1[N:21]2[CH:22]=[C:23]([C:24]3[CH:29]=[CH:28][CH:27]=[CH:26][CH:25]=3)[C:18]([C:15]3[CH:14]=[CH:13][C:12]([C:8]4([NH2:7])[CH2:9][CH2:10][CH2:11]4)=[CH:17][CH:16]=3)=[N:19][C:20]2=[N:32][C:31]=1[C:33]1[CH:34]=[CH:35][CH:36]=[CH:37][CH:38]=1, predict the reactants needed to synthesize it. The reactants are: C(OC(=O)[NH:7][C:8]1([C:12]2[CH:17]=[CH:16][C:15]([C:18]3[C:23]([C:24]4[CH:29]=[CH:28][CH:27]=[CH:26][CH:25]=4)=[CH:22][N:21]4[C:30]([Br:39])=[C:31]([C:33]5[CH:38]=[CH:37][CH:36]=[CH:35][CH:34]=5)[N:32]=[C:20]4[N:19]=3)=[CH:14][CH:13]=2)[CH2:11][CH2:10][CH2:9]1)(C)(C)C.Cl.CO. (3) The reactants are: [NH2:1][C:2]1[CH:17]=[CH:16][C:15]([F:18])=[CH:14][C:3]=1[NH:4][C:5]1[CH:10]=[CH:9][C:8]([CH2:11][CH2:12][OH:13])=[CH:7][CH:6]=1.[C:19](Cl)(=[O:24])[CH2:20][CH2:21][CH2:22][CH3:23]. Given the product [C:19]([O:13][CH2:12][CH2:11][C:8]1[CH:9]=[CH:10][C:5]([N:4]2[C:3]3[CH:14]=[C:15]([F:18])[CH:16]=[CH:17][C:2]=3[N:1]=[C:14]2[CH2:3][CH2:2][CH2:17][CH3:16])=[CH:6][CH:7]=1)(=[O:24])[CH2:20][CH2:21][CH2:22][CH3:23], predict the reactants needed to synthesize it. (4) Given the product [Cl:12][C:9]1[CH:10]=[N:11][C:3]2[C:2]([NH:42][C:40]3[CH:41]=[C:36]([C@:33]4([CH3:35])[C@H:32]5[C@:30]([CH2:44][O:45][CH3:46])([CH2:31]5)[S:29][C:28]([NH2:19])=[N:34]4)[C:37]([F:43])=[N:38][CH:39]=3)=[N:7][CH:6]=[N:5][C:4]=2[CH:8]=1, predict the reactants needed to synthesize it. The reactants are: Cl[C:2]1[C:3]2[N:11]=[CH:10][C:9]([Cl:12])=[CH:8][C:4]=2[N:5]=[CH:6][N:7]=1.C(OC(=O)[N:19]([C:28]1[S:29][C@:30]2([CH2:44][O:45][CH3:46])[C@H:32]([C@:33]([C:36]3[C:37]([F:43])=[N:38][CH:39]=[C:40]([NH2:42])[CH:41]=3)([CH3:35])[N:34]=1)[CH2:31]2)COCC[Si](C)(C)C)(C)(C)C.O.C1(C)C=CC(S(O)(=O)=O)=CC=1. (5) Given the product [C:2]([O:5][C:6]([NH:8][C@H:9]([C:22](=[O:23])[NH:49][S:46]([C:40]1[CH:45]=[CH:44][CH:43]=[CH:42][CH:41]=1)(=[O:48])=[O:47])[CH2:10][CH2:11][C:12]([OH:14])=[O:13])=[O:7])([CH3:3])([CH3:4])[CH3:1], predict the reactants needed to synthesize it. The reactants are: [CH3:1][C:2]([O:5][C:6]([NH:8][C@H:9]([C:22](O)=[O:23])[CH2:10][CH2:11][C:12]([O:14]CC1C=CC=CC=1)=[O:13])=[O:7])([CH3:4])[CH3:3].C1(N=C=NC2CCCCC2)CCCCC1.[C:40]1([S:46]([NH2:49])(=[O:48])=[O:47])[CH:45]=[CH:44][CH:43]=[CH:42][CH:41]=1.[H][H]. (6) Given the product [CH2:46]([S:48][CH2:49][CH2:50][O:37][C:33]1[CH:34]=[C:35]([CH3:36])[C:30]([C:25]2[CH:26]=[CH:27][CH:28]=[C:29]3[C:24]=2[CH2:23][CH2:22][CH:21]3[N:8]([S:9]([C:12]2[CH:17]=[CH:16][CH:15]=[CH:14][C:13]=2[N+:18]([O-:20])=[O:19])(=[O:10])=[O:11])[C:6]2[CH:5]=[CH:4][C:3]([CH2:39][CH2:40][C:41]([O:43][CH2:44][CH3:45])=[O:42])=[C:2]([F:1])[CH:7]=2)=[C:31]([CH3:38])[CH:32]=1)[CH3:47], predict the reactants needed to synthesize it. The reactants are: [F:1][C:2]1[CH:7]=[C:6]([N:8]([CH:21]2[C:29]3[C:24](=[C:25]([C:30]4[C:35]([CH3:36])=[CH:34][C:33]([OH:37])=[CH:32][C:31]=4[CH3:38])[CH:26]=[CH:27][CH:28]=3)[CH2:23][CH2:22]2)[S:9]([C:12]2[CH:17]=[CH:16][CH:15]=[CH:14][C:13]=2[N+:18]([O-:20])=[O:19])(=[O:11])=[O:10])[CH:5]=[CH:4][C:3]=1[CH2:39][CH2:40][C:41]([O:43][CH2:44][CH3:45])=[O:42].[CH2:46]([S:48][CH2:49][CH2:50]O)[CH3:47].C(P(CCCC)CCCC)CCC.N(C(N1CCCCC1)=O)=NC(N1CCCCC1)=O. (7) Given the product [F:30][C:22]1[CH:21]=[CH:20][C:25]([C@@H:26]([NH:29][C:3]2[S:4]/[C:5](=[CH:9]\[C:10]3[CH:11]=[C:12]4[C:17](=[CH:18][CH:19]=3)[N:16]=[CH:15][CH:14]=[CH:13]4)/[C:6](=[O:8])[N:7]=2)[CH2:27][OH:28])=[CH:24][CH:23]=1, predict the reactants needed to synthesize it. The reactants are: CS[C:3]1[S:4]/[C:5](=[CH:9]\[C:10]2[CH:11]=[C:12]3[C:17](=[CH:18][CH:19]=2)[N:16]=[CH:15][CH:14]=[CH:13]3)/[C:6](=[O:8])[N:7]=1.[CH:20]1[C:25]([C@@H:26]([NH2:29])[CH2:27][OH:28])=[CH:24][CH:23]=[C:22]([F:30])[CH:21]=1.CCN(C(C)C)C(C)C.